Dataset: Reaction yield outcomes from USPTO patents with 853,638 reactions. Task: Predict the reaction yield, written as a fraction of the theoretical maximum amount of product (1.0 means a 100% yield; for example, 0.34 means a 34% yield). (1) The reactants are C([O:3][C:4](=O)[CH2:5][N:6]1[C:14]2[CH:13]=[CH:12][CH:11]=[CH:10][C:9]=2[C:8]2[CH2:15][CH2:16][N:17]([C:20]([O:22][C:23]([CH3:26])([CH3:25])[CH3:24])=[O:21])[CH2:18][CH2:19][C:7]1=2)C.[Li+].[BH4-].O. The catalyst is C1COCC1. The product is [OH:3][CH2:4][CH2:5][N:6]1[C:14]2[CH:13]=[CH:12][CH:11]=[CH:10][C:9]=2[C:8]2[CH2:15][CH2:16][N:17]([C:20]([O:22][C:23]([CH3:26])([CH3:25])[CH3:24])=[O:21])[CH2:18][CH2:19][C:7]1=2. The yield is 1.00. (2) The reactants are C(=O)([O-])[O-].[Na+].[Na+].Br[C:8]1[CH:17]=[CH:16][C:11]([C:12]([O:14][CH3:15])=[O:13])=[CH:10][C:9]=1[C:18](OC)=O.[N+:22]([C:25]1[CH:26]=C(B(O)O)[CH:28]=[CH:29][CH:30]=1)([O-:24])=[O:23].ClCCl. The catalyst is O1CCOCC1.[Pd].C1(P(C2C=CC=CC=2)C2C=CC=CC=2)C=CC=CC=1.C1(P(C2C=CC=CC=2)C2C=CC=CC=2)C=CC=CC=1.C1(P(C2C=CC=CC=2)C2C=CC=CC=2)C=CC=CC=1.C1(P(C2C=CC=CC=2)C2C=CC=CC=2)C=CC=CC=1. The product is [N+:22]([C:25]1[CH:26]=[C:18]([C:9]2[CH:8]=[CH:17][CH:16]=[C:11]([C:12]([O:14][CH3:15])=[O:13])[CH:10]=2)[CH:28]=[CH:29][CH:30]=1)([O-:24])=[O:23]. The yield is 0.230. (3) The reactants are [O:1]1[CH2:5][CH2:4][O:3][CH:2]1[CH:6]1[CH2:11][CH2:10][C:9]([C:17]#[C:18][C:19]([C:21]2[CH:22]=[CH:23][C:24]3[N:25]([N:27]=[CH:28][N:29]=3)[CH:26]=2)=[O:20])(O[Si](C)(C)C)[CH2:8][CH2:7]1.C([O-])([O-])=[O:31].[K+].[K+].C(NCC)C. The catalyst is CO. The product is [N:29]1[CH:28]=[N:27][N:25]2[CH:26]=[C:21]([C:19]3[O:20][C:9]4([CH2:10][CH2:11][CH:6]([CH:2]5[O:3][CH2:4][CH2:5][O:1]5)[CH2:7][CH2:8]4)[C:17](=[O:31])[CH:18]=3)[CH:22]=[CH:23][C:24]=12. The yield is 0.908. (4) The reactants are [NH2:1][C:2]1[CH:10]=[C:6]([C:7]([OH:9])=[O:8])[C:5]([OH:11])=[CH:4][CH:3]=1.[N+:12]([C:15]1[CH:20]=[CH:19][C:18]([CH2:21][CH2:22]Br)=[CH:17][CH:16]=1)([O-:14])=[O:13]. No catalyst specified. The product is [OH:11][C:5]1[CH:4]=[CH:3][C:2]([NH:1][CH2:22][CH2:21][C:18]2[CH:17]=[CH:16][C:15]([N+:12]([O-:14])=[O:13])=[CH:20][CH:19]=2)=[CH:10][C:6]=1[C:7]([OH:9])=[O:8]. The yield is 0.500. (5) The reactants are [Cl:1][C:2]1[CH:3]=[C:4]([CH:12]=[C:13]([Cl:15])[CH:14]=1)[CH2:5][N:6]1[CH:10]=[CH:9][N:8]=[C:7]1[NH2:11].CCN(CC)CC.[C:23](Cl)(=[O:30])[C:24]1[CH:29]=[CH:28][CH:27]=[CH:26][CH:25]=1. The catalyst is C(Cl)Cl. The product is [Cl:15][C:13]1[CH:12]=[C:4]([CH:3]=[C:2]([Cl:1])[CH:14]=1)[CH2:5][N:6]1[CH:10]=[CH:9][N:8]=[C:7]1[NH:11][C:23](=[O:30])[C:24]1[CH:29]=[CH:28][CH:27]=[CH:26][CH:25]=1. The yield is 0.560. (6) The reactants are Br[C:2]1[CH:7]=[CH:6][CH:5]=[C:4]([CH2:8][F:9])[N:3]=1.[CH2:10]([N:14]1[N:18]=[C:17]2[CH:19]=[CH:20][CH:21]=[C:22]([Cl:23])[C:16]2=[N:15]1)[CH2:11][C:12]#[CH:13]. No catalyst specified. The product is [Cl:23][C:22]1[C:16]2[C:17](=[N:18][N:14]([CH2:10][CH2:11][C:12]#[C:13][C:2]3[CH:7]=[CH:6][CH:5]=[C:4]([CH2:8][F:9])[N:3]=3)[N:15]=2)[CH:19]=[CH:20][CH:21]=1. The yield is 0.350.